This data is from Catalyst prediction with 721,799 reactions and 888 catalyst types from USPTO. The task is: Predict which catalyst facilitates the given reaction. The catalyst class is: 1. Product: [OH:41][C:37]1[CH:36]=[C:35]([NH:34][CH:2]=[C:3]2[C:11]3[C:6](=[CH:7][C:8]([C:12]([C:14]4[CH:15]=[C:16]([NH:20][C:21]([C:23]5[N:24]([C:29]([CH3:31])([CH3:30])[CH3:32])[N:25]=[C:26]([CH3:28])[CH:27]=5)=[O:22])[CH:17]=[CH:18][CH:19]=4)=[O:13])=[CH:9][CH:10]=3)[NH:5][C:4]2=[O:33])[CH:40]=[CH:39][CH:38]=1. Reactant: O[CH:2]=[C:3]1[C:11]2[C:6](=[CH:7][C:8]([C:12]([C:14]3[CH:15]=[C:16]([NH:20][C:21]([C:23]4[N:24]([C:29]([CH3:32])([CH3:31])[CH3:30])[N:25]=[C:26]([CH3:28])[CH:27]=4)=[O:22])[CH:17]=[CH:18][CH:19]=3)=[O:13])=[CH:9][CH:10]=2)[NH:5][C:4]1=[O:33].[NH2:34][C:35]1[CH:36]=[C:37]([OH:41])[CH:38]=[CH:39][CH:40]=1.